This data is from Reaction yield outcomes from USPTO patents with 853,638 reactions. The task is: Predict the reaction yield, written as a fraction of the theoretical maximum amount of product (1.0 means a 100% yield; for example, 0.34 means a 34% yield). (1) The reactants are [CH2:1]([N:8]1[C:12]([C:13](OC)=[O:14])=[CH:11][C:10]([O:17][CH2:18][C:19]2[CH:24]=[CH:23][CH:22]=[CH:21][CH:20]=2)=[N:9]1)[C:2]1[CH:7]=[CH:6][CH:5]=[CH:4][CH:3]=1.[H-].[Al+3].[Li+].[H-].[H-].[H-].O.O.O.O.O.O.O.O.O.O.S([O-])([O-])(=O)=O.[Na+].[Na+]. The catalyst is O1CCCC1. The product is [CH2:1]([N:8]1[C:12]([CH:13]=[O:14])=[CH:11][C:10]([O:17][CH2:18][C:19]2[CH:24]=[CH:23][CH:22]=[CH:21][CH:20]=2)=[N:9]1)[C:2]1[CH:3]=[CH:4][CH:5]=[CH:6][CH:7]=1. The yield is 0.550. (2) The reactants are [C:1]1([CH2:7][CH2:8][CH2:9][CH2:10][O:11][CH2:12][CH2:13][CH:14]([OH:19])[CH2:15][CH2:16][CH:17]=[CH2:18])[CH:6]=[CH:5][CH:4]=[CH:3][CH:2]=1.C1(CCCCOCCC=O)C=CC=CC=1. No catalyst specified. The product is [C:1]1([CH2:7][CH2:8][CH2:9][CH2:10][O:11][CH2:12][CH2:13][C:14](=[O:19])[CH:15]=[CH:16][CH2:17][CH3:18])[CH:6]=[CH:5][CH:4]=[CH:3][CH:2]=1. The yield is 0.880. (3) The reactants are [C:1]([O:5][C:6]([N:8]1[CH2:13][CH2:12][N:11]([C:14]2[CH:19]=[C:18]([CH2:20][O:21][C:22]3[CH:27]=[CH:26][CH:25]=[CH:24][C:23]=3[C:28]([F:31])([F:30])[F:29])[C:17]([Br:32])=[CH:16][C:15]=2[N+:33]([O-])=O)[CH2:10][CH2:9]1)=[O:7])([CH3:4])([CH3:3])[CH3:2].O.O.[Sn](Cl)(Cl)(Cl)Cl.[OH-].[Na+]. The catalyst is CN(C=O)C. The product is [C:1]([O:5][C:6]([N:8]1[CH2:9][CH2:10][N:11]([C:14]2[CH:19]=[C:18]([CH2:20][O:21][C:22]3[CH:27]=[CH:26][CH:25]=[CH:24][C:23]=3[C:28]([F:31])([F:29])[F:30])[C:17]([Br:32])=[CH:16][C:15]=2[NH2:33])[CH2:12][CH2:13]1)=[O:7])([CH3:4])([CH3:2])[CH3:3]. The yield is 0.840. (4) The reactants are [CH2:1]([C:8]1[O:12][N:11]=[C:10]([C:13]([NH:15][C@H:16]2[CH2:22][O:21][C:20]3[CH:23]=[CH:24][C:25]([C:27]([OH:29])=O)=[CH:26][C:19]=3[N:18]([CH3:30])[C:17]2=[O:31])=[O:14])[CH:9]=1)[C:2]1[CH:7]=[CH:6][CH:5]=[CH:4][CH:3]=1.ClC(N(C)C)=C(C)C.[CH3:40][S:41]([NH2:44])(=[O:43])=[O:42]. The catalyst is C(Cl)Cl.CN(C1C=CN=CC=1)C.CCOC(C)=O. The product is [CH2:1]([C:8]1[O:12][N:11]=[C:10]([C:13]([NH:15][C@H:16]2[CH2:22][O:21][C:20]3[CH:23]=[CH:24][C:25]([C:27]([NH:44][S:41]([CH3:40])(=[O:43])=[O:42])=[O:29])=[CH:26][C:19]=3[N:18]([CH3:30])[C:17]2=[O:31])=[O:14])[CH:9]=1)[C:2]1[CH:7]=[CH:6][CH:5]=[CH:4][CH:3]=1. The yield is 0.366. (5) The reactants are [NH2:1][CH2:2][CH2:3][C:4]1[CH:9]=[CH:8][C:7]([OH:10])=[CH:6][C:5]=1[Cl:11].CN(C=O)C.[C:17](O[C:17]([O:19][C:20]([CH3:23])([CH3:22])[CH3:21])=[O:18])([O:19][C:20]([CH3:23])([CH3:22])[CH3:21])=[O:18]. The catalyst is C1COCC1. The product is [C:20]([O:19][C:17](=[O:18])[NH:1][CH2:2][CH2:3][C:4]1[CH:9]=[CH:8][C:7]([OH:10])=[CH:6][C:5]=1[Cl:11])([CH3:23])([CH3:22])[CH3:21]. The yield is 0.680. (6) The reactants are C1C=CC(P(C2C=CC=CC=2)C2C=CC=CC=2)=CC=1.[C:20]([CH2:22][CH2:23][NH:24][C:25]([C:27]1[C:32]([NH:33][C:34]2[CH:39]=[CH:38][C:37]([Br:40])=[CH:36][C:35]=2[F:41])=[C:31]([CH3:42])[C:30](=[O:43])[N:29]([CH3:44])[CH:28]=1)=O)#[N:21].CC(OC(/N=N/C(OC(C)C)=O)=O)C.[Si]([N:63]=[N+:64]=[N-:65])(C)(C)C. The catalyst is CC#N.C(OCC)(=O)C. The product is [Br:40][C:37]1[CH:38]=[CH:39][C:34]([NH:33][C:32]2[C:27]([C:25]3[N:24]([CH2:23][CH2:22][C:20]#[N:21])[N:65]=[N:64][N:63]=3)=[CH:28][N:29]([CH3:44])[C:30](=[O:43])[C:31]=2[CH3:42])=[C:35]([F:41])[CH:36]=1. The yield is 0.610. (7) The reactants are [N+:1]([CH3:4])([O-:3])=[O:2].S([O-])([O-])(=O)=O.[Mg+2].[H-].[Na+].[Br:13][C:14]1[CH:23]=[C:22](F)[C:17]([C:18]([O:20][CH3:21])=[O:19])=[C:16]([F:25])[CH:15]=1.Cl. The catalyst is ClCCl.O.CS(C)=O. The product is [Br:13][C:14]1[CH:23]=[C:22]([CH2:4][N+:1]([O-:3])=[O:2])[C:17]([C:18]([O:20][CH3:21])=[O:19])=[C:16]([F:25])[CH:15]=1. The yield is 0.440. (8) The reactants are [CH:1]([C@@H:3]1[CH2:7][CH2:6][CH2:5][C@H:4]1[C:8]1[C:16]2[C:11](=[CH:12][CH:13]=[C:14]([C:17]#[N:18])[CH:15]=2)[NH:10][CH:9]=1)=O.CO.[CH3:21][NH:22][CH3:23].C(O[BH-](OC(=O)C)OC(=O)C)(=O)C.[Na+]. The catalyst is C1COCC1. The product is [CH3:21][N:22]([CH2:1][C@@H:3]1[CH2:7][CH2:6][CH2:5][C@H:4]1[C:8]1[C:16]2[C:11](=[CH:12][CH:13]=[C:14]([C:17]#[N:18])[CH:15]=2)[NH:10][CH:9]=1)[CH3:23]. The yield is 0.640.